Task: Predict the product of the given reaction.. Dataset: Forward reaction prediction with 1.9M reactions from USPTO patents (1976-2016) Given the reactants C(O[C@@H](C1C=CC=CC=1)C([O:8][C@H:9]([C:20]1[CH:25]=[CH:24][C:23]([O:26][CH:27]([F:29])[F:28])=[C:22]([O:30][CH2:31]C2CC2)[CH:21]=1)[CH2:10][C:11]1[C:16]([Cl:17])=[CH:15][N+:14]([O-:18])=[CH:13][C:12]=1[Cl:19])=O)(=O)C.FC(F)(F)C(O)=O, predict the reaction product. The product is: [Cl:19][C:12]1[CH:13]=[N+:14]([O-:18])[CH:15]=[C:16]([Cl:17])[C:11]=1[CH2:10][C@@H:9]([C:20]1[CH:25]=[CH:24][C:23]([O:26][CH:27]([F:29])[F:28])=[C:22]([O:30][CH3:31])[CH:21]=1)[OH:8].